This data is from Reaction yield outcomes from USPTO patents with 853,638 reactions. The task is: Predict the reaction yield, written as a fraction of the theoretical maximum amount of product (1.0 means a 100% yield; for example, 0.34 means a 34% yield). (1) The reactants are [CH3:1][O:2][C:3]1[C:4](=[O:29])[C:5]([CH3:28])=[C:6]([CH2:12][C:13]2[CH:21]=[CH:20][C:16]([C:17](O)=[O:18])=[C:15]([C:22]3[CH:27]=[CH:26][CH:25]=[CH:24][CH:23]=3)[CH:14]=2)[C:7](=[O:11])[C:8]=1[O:9][CH3:10].[F:30][C:31]([F:40])([F:39])[C:32]1[CH:38]=[CH:37][C:35]([NH2:36])=[CH:34][CH:33]=1.C(N(CC)CC)C.[Cl-].ClC1N(C)CC[NH+]1C. The catalyst is C(Cl)Cl.O. The product is [CH3:1][O:2][C:3]1[C:4](=[O:29])[C:5]([CH3:28])=[C:6]([CH2:12][C:13]2[CH:21]=[CH:20][C:16]([C:17]([NH:36][C:35]3[CH:37]=[CH:38][C:32]([C:31]([F:39])([F:40])[F:30])=[CH:33][CH:34]=3)=[O:18])=[C:15]([C:22]3[CH:27]=[CH:26][CH:25]=[CH:24][CH:23]=3)[CH:14]=2)[C:7](=[O:11])[C:8]=1[O:9][CH3:10]. The yield is 0.370. (2) The reactants are [CH3:1][C:2]1([C:17]([O-:19])=[O:18])[CH2:6][CH2:5][N:4]([C:7]([O:9][CH2:10][C:11]2[CH:16]=[CH:15][CH:14]=[CH:13][CH:12]=2)=[O:8])[CH2:3]1.[CH3:20][Si]([N-][Si](C)(C)C)(C)C.[Li+].CI.[Cl-].[NH4+]. The catalyst is C1COCC1. The product is [CH3:1][C:2]1([C:17]([O:19][CH3:20])=[O:18])[CH2:6][CH2:5][N:4]([C:7]([O:9][CH2:10][C:11]2[CH:16]=[CH:15][CH:14]=[CH:13][CH:12]=2)=[O:8])[CH2:3]1. The yield is 0.750. (3) The reactants are [NH:1]1[CH:5]=[C:4]([C:6]2[CH:11]=[C:10]([C:12]([O:14]C)=[O:13])[CH:9]=[CH:8][N:7]=2)[N:3]=[CH:2]1.[F:16][C:17]1[CH:25]=[CH:24][CH:23]=[CH:22][C:18]=1[CH2:19][CH2:20]Br.[OH-].[Na+]. The catalyst is CO. The product is [F:16][C:17]1[CH:25]=[CH:24][CH:23]=[CH:22][C:18]=1[CH2:19][CH2:20][N:1]1[CH:5]=[C:4]([C:6]2[CH:11]=[C:10]([C:12]([OH:14])=[O:13])[CH:9]=[CH:8][N:7]=2)[N:3]=[CH:2]1. The yield is 0.480. (4) The reactants are [CH2:1]([O:3][C:4]1[CH:5]=[C:6]([CH:12]([C:14]2[CH:19]=[CH:18][C:17]([O:20][CH3:21])=[C:16]([N+:22]([O-:24])=[O:23])[CH:15]=2)[OH:13])[CH:7]=[CH:8][C:9]=1[O:10][CH3:11])[CH3:2]. The catalyst is C(Cl)Cl.O=[Mn]=O. The product is [CH2:1]([O:3][C:4]1[CH:5]=[C:6]([C:12]([C:14]2[CH:19]=[CH:18][C:17]([O:20][CH3:21])=[C:16]([N+:22]([O-:24])=[O:23])[CH:15]=2)=[O:13])[CH:7]=[CH:8][C:9]=1[O:10][CH3:11])[CH3:2]. The yield is 0.730. (5) The reactants are [CH3:1][C:2]1([CH3:32])[CH2:7][C:6](=[O:8])[CH2:5][C:4]([CH3:10])([CH3:9])[P:3]1[C:11]1[CH:16]=[CH:15][CH:14]=[CH:13][C:12]=1[C:17]1[C:22]([CH:23]([CH3:25])[CH3:24])=[CH:21][C:20]([CH:26]([CH3:28])[CH3:27])=[CH:19][C:18]=1[CH:29]([CH3:31])[CH3:30].[H-].[Al+3].[Li+].[H-].[H-].[H-]. No catalyst specified. The product is [CH3:10][C:4]1([CH3:9])[CH2:5][CH:6]([OH:8])[CH2:7][C:2]([CH3:1])([CH3:32])[P:3]1[C:11]1[CH:16]=[CH:15][CH:14]=[CH:13][C:12]=1[C:17]1[C:22]([CH:23]([CH3:24])[CH3:25])=[CH:21][C:20]([CH:26]([CH3:28])[CH3:27])=[CH:19][C:18]=1[CH:29]([CH3:31])[CH3:30]. The yield is 0.880. (6) The catalyst is CCOCC. The product is [Br:13][C:14]1[CH:15]=[CH:16][C:17]([C:20]([F:31])([F:32])[C:21]([C:23]2[CH:28]=[CH:27][C:26]([F:29])=[CH:25][C:24]=2[F:30])([C:2]2[CH:3]=[N:4][CH:5]=[N:6][CH:7]=2)[OH:22])=[N:18][CH:19]=1. The reactants are Br[C:2]1[CH:3]=[N:4][CH:5]=[N:6][CH:7]=1.[Li]CCCC.[Br:13][C:14]1[CH:15]=[CH:16][C:17]([C:20]([F:32])([F:31])[C:21]([C:23]2[CH:28]=[CH:27][C:26]([F:29])=[CH:25][C:24]=2[F:30])=[O:22])=[N:18][CH:19]=1. The yield is 0.133. (7) The reactants are [Cl:1][C:2]1[C:3]([CH3:10])=[C:4]([NH2:9])[C:5]([NH2:8])=[N:6][CH:7]=1.[CH3:11][CH2:12][C:13](=O)[CH2:14][CH3:15].C(O[BH-](OC(=O)C)OC(=O)C)(=O)C.[Na+]. The catalyst is C1COCC1.C(O)(C(F)(F)F)=O.CCOC(C)=O. The product is [Cl:1][C:2]1[C:3]([CH3:10])=[C:4]([NH:9][CH:13]([CH2:14][CH3:15])[CH2:12][CH3:11])[C:5]([NH2:8])=[N:6][CH:7]=1. The yield is 0.170. (8) The reactants are [CH3:1][O:2][C:3]([CH:5]1[CH:11]2[CH:12]=[CH:13][CH:7]([CH:8]3[CH:10]2[CH2:9]3)[CH:6]1C(O)=O)=[O:4].C([N:19](CC)CC)C.Cl[C:25]([O:27][CH2:28][CH3:29])=[O:26].[N-]=[N+]=[N-].[Na+].[CH2:34](O)[C:35]1C=C[CH:38]=[CH:37][CH:36]=1. The catalyst is O1CCCC1.O.C1C=CC=CC=1.ClCCl. The product is [CH2:28]([O:27][C:25]([NH:19][C@H:6]1[C@@H:7]2[CH:13]=[CH:12][C@@H:11]([C@@H:10]3[C@H:8]2[CH2:9]3)[C@H:5]1[C:3]([O:2][CH3:1])=[O:4])=[O:26])[C:29]1[CH:38]=[CH:37][CH:36]=[CH:35][CH:34]=1. The yield is 0.360. (9) The reactants are [C:1]1([C@H:7]([NH:10][C:11]([C:13]2[CH:14]=[CH:15][N:16]3[C:21]=2[CH2:20][CH2:19][CH2:18][CH2:17]3)=[O:12])[CH2:8][CH3:9])[CH:6]=[CH:5][CH:4]=[CH:3][CH:2]=1.[Br:22]N1C(=O)CCC1=O.[OH-].[Na+]. The catalyst is ClCCl. The product is [C:1]1([C@H:7]([NH:10][C:11]([C:13]2[CH:14]=[C:15]([Br:22])[N:16]3[C:21]=2[CH2:20][CH2:19][CH2:18][CH2:17]3)=[O:12])[CH2:8][CH3:9])[CH:6]=[CH:5][CH:4]=[CH:3][CH:2]=1. The yield is 0.420. (10) The reactants are Cl.Cl.[F:3][CH2:4][CH2:5][O:6][C:7]1[CH:8]=[C:9]([N:14]2[CH2:19][CH2:18][NH:17][CH2:16][CH2:15]2)[CH:10]=[CH:11][C:12]=1[Cl:13].[NH:20]1[CH:24]=[CH:23][N:22]=[C:21]1[C:25]1[C:33]2[C:28](=[N:29][CH:30]=[CH:31][CH:32]=2)[N:27]([CH2:34][C:35](O)=[O:36])[N:26]=1.CN(C(ON1N=NC2C=CC=CC1=2)=[N+](C)C)C.F[P-](F)(F)(F)(F)F.CCN(C(C)C)C(C)C. The catalyst is CCOC(C)=O.CN(C=O)C. The product is [NH:20]1[CH:24]=[CH:23][N:22]=[C:21]1[C:25]1[C:33]2[C:28](=[N:29][CH:30]=[CH:31][CH:32]=2)[N:27]([CH2:34][C:35]([N:17]2[CH2:18][CH2:19][N:14]([C:9]3[CH:10]=[CH:11][C:12]([Cl:13])=[C:7]([O:6][CH2:5][CH2:4][F:3])[CH:8]=3)[CH2:15][CH2:16]2)=[O:36])[N:26]=1. The yield is 0.200.